Dataset: Full USPTO retrosynthesis dataset with 1.9M reactions from patents (1976-2016). Task: Predict the reactants needed to synthesize the given product. Given the product [Br:18][CH:2]([CH2:3][CH2:4][CH3:5])[C:1]([C:7]1[CH:8]=[CH:9][C:10]2[O:15][CH2:14][C:13](=[O:16])[NH:12][C:11]=2[CH:17]=1)=[O:6], predict the reactants needed to synthesize it. The reactants are: [C:1]([C:7]1[CH:8]=[CH:9][C:10]2[O:15][CH2:14][C:13](=[O:16])[NH:12][C:11]=2[CH:17]=1)(=[O:6])[CH2:2][CH2:3][CH2:4][CH3:5].[BrH:18].Br.[NH+]1C=CC=CC=1.O.